This data is from Catalyst prediction with 721,799 reactions and 888 catalyst types from USPTO. The task is: Predict which catalyst facilitates the given reaction. (1) Reactant: [Cl:1][C:2]1[CH:3]=[C:4]([C@@H:8]2[C@@H:13]([C:14]3[CH:19]=[CH:18][C:17]([Cl:20])=[CH:16][CH:15]=3)[N:12]([CH:21]3[CH2:25][CH2:24][CH:23]=[CH:22]3)[C:11](=[O:26])[C@:10]([CH2:28][CH:29]3[CH2:33][O:32]C(C)(C)[O:30]3)([CH3:27])[CH2:9]2)[CH:5]=[CH:6][CH:7]=1.Cl. Product: [Cl:1][C:2]1[CH:3]=[C:4]([C@@H:8]2[C@@H:13]([C:14]3[CH:19]=[CH:18][C:17]([Cl:20])=[CH:16][CH:15]=3)[N:12]([CH:21]3[CH2:25][CH2:24][CH:23]=[CH:22]3)[C:11](=[O:26])[C@:10]([CH2:28][CH:29]([OH:30])[CH2:33][OH:32])([CH3:27])[CH2:9]2)[CH:5]=[CH:6][CH:7]=1. The catalyst class is: 49. (2) Reactant: [CH2:1]=[CH:2][CH2:3][NH2:4].[CH2:5]1[O:7][CH:6]1[CH2:8][Cl:9].[C:10](=[O:12])=[O:11]. Product: [CH2:1]=[CH:2][CH2:3][NH3+:4].[CH2:5]1[O:7][CH:6]1[CH2:8][Cl:9].[C:10]([O-:7])([OH:12])=[O:11]. The catalyst class is: 6. (3) Reactant: [S:1]1[C:5]([C:6](=O)[CH2:7][Br:8])=[CH:4][C:3]2[CH:10]=[CH:11][CH:12]=[CH:13][C:2]1=2.[NH:14]1[CH2:18][CH2:17][NH:16][C:15]1=[S:19].C(O)C. Product: [BrH:8].[S:1]1[C:5]([C:6]2[N:16]3[CH2:17][CH2:18][N:14]=[C:15]3[S:19][CH:7]=2)=[CH:4][C:3]2[CH:10]=[CH:11][CH:12]=[CH:13][C:2]1=2. The catalyst class is: 15. (4) Reactant: [Br:1][C:2]1[CH:7]=[C:6]([O:8][C@@H:9]([CH3:13])[CH2:10][O:11][CH3:12])[CH:5]=[C:4]([O:14]C)[CH:3]=1.C[S-].[Na+].Cl. Product: [Br:1][C:2]1[CH:3]=[C:4]([OH:14])[CH:5]=[C:6]([O:8][C@@H:9]([CH3:13])[CH2:10][O:11][CH3:12])[CH:7]=1. The catalyst class is: 60. (5) Reactant: [OH:1][C:2]1[CH:3]=[CH:4][C:5]2[O:9][C:8]([C:10](=[O:12])[CH3:11])=[CH:7][C:6]=2[CH:13]=1.[C:14]([Si:18]([CH3:21])([CH3:20])Cl)([CH3:17])([CH3:16])[CH3:15].N1C=CN=C1. Product: [Si:18]([O:1][C:2]1[CH:3]=[CH:4][C:5]2[O:9][C:8]([C:10](=[O:12])[CH3:11])=[CH:7][C:6]=2[CH:13]=1)([C:14]([CH3:17])([CH3:16])[CH3:15])([CH3:21])[CH3:20]. The catalyst class is: 3.